Dataset: Full USPTO retrosynthesis dataset with 1.9M reactions from patents (1976-2016). Task: Predict the reactants needed to synthesize the given product. (1) Given the product [Br:15][C:16]1[CH:17]=[C:18]([NH:19][N:24]=[C:6]2[CH2:11][CH2:10][CH2:9][NH:8][C:7]2=[O:12])[CH:20]=[CH:21][CH:22]=1, predict the reactants needed to synthesize it. The reactants are: C([CH:6]1[CH2:11][CH2:10][CH2:9][NH:8][C:7]1=[O:12])(OCC)=O.[OH-].[K+].[Br:15][C:16]1[CH:17]=[C:18]([CH:20]=[CH:21][CH:22]=1)[NH2:19].Cl.[N:24]([O-])=O.[Na+].NC(N)=O.N(O)=O.C(=O)([O-])[O-].[Na+].[Na+]. (2) Given the product [CH2:1]([O:3][C:4]([C:6]1[C:7]([N:92]2[CH2:97][CH2:96][O:95][CH2:94][CH2:93]2)=[N:8][N:9]([CH2:11][C:12]2[CH:17]=[CH:16][C:15]([CH2:18][N:19]3[CH:23]=[C:22]([CH3:24])[CH:21]=[N:20]3)=[CH:14][CH:13]=2)[CH:10]=1)=[O:5])[CH3:2], predict the reactants needed to synthesize it. The reactants are: [CH2:1]([O:3][C:4]([C:6]1[C:7](Br)=[N:8][N:9]([CH2:11][C:12]2[CH:17]=[CH:16][C:15]([CH2:18][N:19]3[CH:23]=[C:22]([CH3:24])[CH:21]=[N:20]3)=[CH:14][CH:13]=2)[CH:10]=1)=[O:5])[CH3:2].C1(P(C2CCCCC2)C2C=CC=CC=2C2C(OC(C)C)=CC=CC=2OC(C)C)CCCCC1.CC(OC1C=CC=C(OC(C)C)C=1C1C(P(C2CCCCC2)C2CCCCC2)=CC=CC=1)C.[NH:92]1[CH2:97][CH2:96][O:95][CH2:94][CH2:93]1.C(=O)([O-])[O-].[Cs+].[Cs+]. (3) Given the product [CH:56]1([N:52]([CH:53]([CH3:54])[CH3:55])[CH2:51][CH2:50][NH:49][C:47]([NH:46][CH2:45][C:24]2[N:23]=[C:22]3[C:27]([N:28]=[CH:29][N:21]3[C@H:6]3[C@H:5]([OH:4])[C@H:9]([OH:10])[C@@H:8]([C:14]4[N:15]=[N:16][N:17]([CH2:19][CH3:20])[N:18]=4)[O:7]3)=[C:26]([NH:30][CH2:31][CH:32]([C:33]3[CH:34]=[CH:35][CH:36]=[CH:37][CH:38]=3)[C:39]3[CH:44]=[CH:43][CH:42]=[CH:41][CH:40]=3)[N:25]=2)=[O:48])[CH2:57][CH2:58][CH2:59][CH2:60]1, predict the reactants needed to synthesize it. The reactants are: C([O:4][C@@H:5]1[C@H:9]([O:10]C(=O)C)[C@@H:8]([C:14]2[N:15]=[N:16][N:17]([CH2:19][CH3:20])[N:18]=2)[O:7][C@H:6]1[N:21]1[CH:29]=[N:28][C:27]2[C:22]1=[N:23][C:24]([CH2:45][NH:46][C:47]([NH:49][CH2:50][CH2:51][N:52]([CH:56]1[CH2:60][CH2:59][CH2:58][CH2:57]1)[CH:53]([CH3:55])[CH3:54])=[O:48])=[N:25][C:26]=2[NH:30][CH2:31][CH:32]([C:39]1[CH:44]=[CH:43][CH:42]=[CH:41][CH:40]=1)[C:33]1[CH:38]=[CH:37][CH:36]=[CH:35][CH:34]=1)(=O)C.C(=O)([O-])[O-].[Na+].[Na+].